This data is from Catalyst prediction with 721,799 reactions and 888 catalyst types from USPTO. The task is: Predict which catalyst facilitates the given reaction. (1) Reactant: [Br:1][C:2]1[C:3]2[CH:4]3[CH2:22][CH:5]3[C:6](=[O:21])[N:7](CC3C=CC(OC)=CC=3)[C:8]=2[CH:9]=[CH:10][CH:11]=1.O=[N+]([O-])[O-].[O-][N+](=O)[O-].[O-][N+](=O)[O-].[O-][N+](=O)[O-].[O-][N+](=O)[O-].[O-][N+](=O)[O-].[Ce+4].[NH4+].[NH4+]. Product: [Br:1][C:2]1[C:3]2[CH:4]3[CH2:22][CH:5]3[C:6](=[O:21])[NH:7][C:8]=2[CH:9]=[CH:10][CH:11]=1. The catalyst class is: 47. (2) Reactant: [BH4-].[Na+].[Cl:3][C:4]1[N:9]=[C:8]([C:10](OC)=[O:11])[CH:7]=[CH:6][C:5]=1[CH3:14]. Product: [Cl:3][C:4]1[N:9]=[C:8]([CH2:10][OH:11])[CH:7]=[CH:6][C:5]=1[CH3:14]. The catalyst class is: 8. (3) Reactant: [C:1](OC(=O)C)(=[O:3])[CH3:2].[O:8]1[C:12]2([CH2:17][CH2:16][N:15]([CH2:18][CH2:19][C:20]3[CH:29]=[C:28]4[C:23]([CH2:24][CH2:25][CH2:26][NH:27]4)=[CH:22][C:21]=3[O:30][CH3:31])[CH2:14][CH2:13]2)[O:11][CH2:10][CH2:9]1. Product: [C:1]([N:27]1[C:28]2[C:23](=[CH:22][C:21]([O:30][CH3:31])=[C:20]([CH2:19][CH2:18][N:15]3[CH2:14][CH2:13][C:12]4([O:11][CH2:10][CH2:9][O:8]4)[CH2:17][CH2:16]3)[CH:29]=2)[CH2:24][CH2:25][CH2:26]1)(=[O:3])[CH3:2]. The catalyst class is: 17. (4) Reactant: [OH:1][C:2]1[CH:9]=[C:8]([C:10]2[CH:15]=[CH:14][CH:13]=[CH:12][CH:11]=2)[CH:7]=[CH:6][C:3]=1[CH:4]=O.Cl.[NH2:17][OH:18].C([O-])(=O)C.[Na+].O. Product: [OH:1][C:2]1[CH:9]=[C:8]([C:10]2[CH:15]=[CH:14][CH:13]=[CH:12][CH:11]=2)[CH:7]=[CH:6][C:3]=1[CH:4]=[N:17][OH:18]. The catalyst class is: 8. (5) Reactant: [CH3:1][C:2]1[NH:6][N:5]=[C:4]([C:7]2[CH:12]=[CH:11][C:10]([CH3:13])=[C:9]([N+:14]([O-:16])=[O:15])[CH:8]=2)[CH:3]=1.Br[CH2:18][CH2:19][O:20][Si:21]([C:24]([CH3:27])([CH3:26])[CH3:25])([CH3:23])[CH3:22].C([O-])([O-])=O.[Cs+].[Cs+].[Na+].[I-]. Product: [C:24]([Si:21]([CH3:23])([CH3:22])[O:20][CH2:19][CH2:18][N:6]1[C:2]([CH3:1])=[CH:3][C:4]([C:7]2[CH:12]=[CH:11][C:10]([CH3:13])=[C:9]([N+:14]([O-:16])=[O:15])[CH:8]=2)=[N:5]1)([CH3:27])([CH3:26])[CH3:25]. The catalyst class is: 296. (6) Reactant: [Li+].CC([N-]C(C)C)C.[CH3:9][C:10]1[CH:15]=[CH:14][N:13]=[C:12]([C:16]2[CH:21]=[CH:20][C:19]([C:22]([F:25])([F:24])[F:23])=[CH:18][CH:17]=2)[CH:11]=1.[C:26](=O)([O:29]C)[O:27][CH3:28]. Product: [F:24][C:22]([F:25])([F:23])[C:19]1[CH:18]=[CH:17][C:16]([C:12]2[CH:11]=[C:10]([CH2:9][C:26]([O:27][CH3:28])=[O:29])[CH:15]=[CH:14][N:13]=2)=[CH:21][CH:20]=1. The catalyst class is: 1.